Dataset: Full USPTO retrosynthesis dataset with 1.9M reactions from patents (1976-2016). Task: Predict the reactants needed to synthesize the given product. (1) Given the product [CH3:1][O:2][C:3]1[CH:4]=[C:5]([CH:11]=[CH:12][C:13]=1[N+:14]([O-:16])=[O:15])[CH2:6][CH2:7][PH:8](=[O:9])[O:10][CH2:18][CH2:19][O:20][CH3:21], predict the reactants needed to synthesize it. The reactants are: [CH3:1][O:2][C:3]1[CH:4]=[C:5]([CH:11]=[CH:12][C:13]=1[N+:14]([O-:16])=[O:15])[CH2:6][CH2:7][PH:8](=[O:10])[OH:9].Br[CH2:18][CH2:19][O:20][CH3:21].C(=O)([O-])[O-].[K+].[K+]. (2) The reactants are: C(=O)([O-])[O-].[Na+].[Na+].Br[C:8]1[CH:9]=[C:10]([C:17]([OH:19])=[O:18])[CH:11]=[C:12]([CH:16]=1)[C:13]([OH:15])=[O:14].[CH2:20]([O:27][C:28]1[CH:33]=[CH:32][C:31](B(O)O)=[CH:30][CH:29]=1)[C:21]1[CH:26]=[CH:25][CH:24]=[CH:23][CH:22]=1.Cl. Given the product [CH2:20]([O:27][C:28]1[CH:33]=[CH:32][C:31]([C:8]2[CH:9]=[C:10]([C:17]([OH:19])=[O:18])[CH:11]=[C:12]([C:13]([OH:15])=[O:14])[CH:16]=2)=[CH:30][CH:29]=1)[C:21]1[CH:26]=[CH:25][CH:24]=[CH:23][CH:22]=1, predict the reactants needed to synthesize it. (3) Given the product [ClH:21].[CH2:1]([O:3][C:4]1[CH:13]=[CH:12][C:11]2[C:6](=[CH:7][CH:8]=[C:9]([C:14]([OH:16])=[O:15])[CH:10]=2)[N:5]=1)[CH3:2], predict the reactants needed to synthesize it. The reactants are: [CH2:1]([O:3][C:4]1[CH:13]=[CH:12][C:11]2[C:6](=[CH:7][CH:8]=[C:9]([C:14]([O:16]C(C)(C)C)=[O:15])[CH:10]=2)[N:5]=1)[CH3:2].[ClH:21]. (4) Given the product [CH3:1][O:2][C:3]1[CH:4]=[C:5]2[C:10](=[CH:11][C:12]=1[O:13][CH3:14])[N:9]=[CH:8][CH:7]=[C:6]2[O:74][C:71]1[CH:72]=[CH:73][C:68]([NH:67][C:47]([NH:49][CH2:54][CH2:53][C:52]([CH3:51])([CH3:55])[CH3:23])=[O:48])=[CH:69][CH:70]=1, predict the reactants needed to synthesize it. The reactants are: [CH3:1][O:2][C:3]1[CH:4]=[C:5]2[C:10](=[CH:11][C:12]=1[O:13][CH3:14])[N:9]=[C:8](OC1C=CC(N)=CC=1)[CH:7]=[CH:6]2.[CH2:23](N(CC)CC)C.ClC(Cl)(OC(=O)OC(Cl)(Cl)Cl)Cl.C(O[C:47]([N:49]1[CH2:54][CH2:53][CH:52]([CH2:55]O)[CH2:51]C1)=[O:48])(C)(C)C.C(C1C=CC([NH:67][C:68]2[CH:73]=[CH:72][C:71]([O:74]C3C4C(=CC(OCCCCl)=C(OC)C=4)N=CC=3)=[CH:70][CH:69]=2)=CC=1)(C)(C)C.